Dataset: Full USPTO retrosynthesis dataset with 1.9M reactions from patents (1976-2016). Task: Predict the reactants needed to synthesize the given product. (1) Given the product [OH:1][CH:2]([C:6]1[C:7]([CH3:28])=[N:8][C:9]2[N:10]([N:19]=[C:20]([C:22]3[CH:23]=[CH:24][CH:25]=[CH:26][CH:27]=3)[CH:21]=2)[C:11]=1[C:12]1[CH:13]=[CH:14][C:15]([CH3:18])=[CH:16][CH:17]=1)[C:3]([O:5][CH3:29])=[O:4], predict the reactants needed to synthesize it. The reactants are: [OH:1][CH:2]([C:6]1[C:7]([CH3:28])=[N:8][C:9]2[N:10]([N:19]=[C:20]([C:22]3[CH:27]=[CH:26][CH:25]=[CH:24][CH:23]=3)[CH:21]=2)[C:11]=1[C:12]1[CH:17]=[CH:16][C:15]([CH3:18])=[CH:14][CH:13]=1)[C:3]([OH:5])=[O:4].[CH3:29]O. (2) Given the product [CH2:1]([O:8][C:9]1[CH:10]=[CH:11][C:12]2[CH2:16][C:15](=[CH2:18])[C:13]=2[CH:14]=1)[C:2]1[CH:7]=[CH:6][CH:5]=[CH:4][CH:3]=1, predict the reactants needed to synthesize it. The reactants are: [CH2:1]([O:8][C:9]1[CH:10]=[CH:11][C:12]2[CH2:16][C:15](=O)[C:13]=2[CH:14]=1)[C:2]1[CH:7]=[CH:6][CH:5]=[CH:4][CH:3]=1.[CH3:18]C([O-])(C)C.[K+]. (3) Given the product [CH3:16][O:17][N:18]([CH3:19])[C:10](=[O:12])[C:9]([NH:8][C:6](=[O:7])[O:5][C:1]([CH3:2])([CH3:3])[CH3:4])([CH3:14])[CH3:13], predict the reactants needed to synthesize it. The reactants are: [C:1]([O:5][C:6]([NH:8][C:9]([CH3:14])([CH3:13])[C:10]([OH:12])=O)=[O:7])([CH3:4])([CH3:3])[CH3:2].Cl.[CH3:16][O:17][NH:18][CH3:19].CN(C(ON1N=NC2C=CC=NC1=2)=[N+](C)C)C.F[P-](F)(F)(F)(F)F.CCN(C(C)C)C(C)C. (4) Given the product [NH2:7][C:8]1[CH:13]=[CH:12][CH:11]=[CH:10][C:9]=1[C:14]([NH:15][CH2:16][CH2:17][CH3:18])=[O:19], predict the reactants needed to synthesize it. The reactants are: C(OC(=O)[NH:7][C:8]1[CH:13]=[CH:12][CH:11]=[CH:10][C:9]=1[C:14](=[O:19])[NH:15][CH2:16][CH2:17][CH3:18])(C)(C)C.C(Cl)Cl.FC(F)(F)C(O)=O. (5) Given the product [N:33]1[CH:32]=[CH:31][C:30]([C:27]2[S:26][C:25]([NH:24][C:21]([C:19]3[CH:18]=[CH:17][C:16]4[N:12]([CH2:11][CH2:10][CH2:9][NH2:8])[CH:13]=[N:14][C:15]=4[CH:20]=3)=[O:23])=[N:29][N:28]=2)=[CH:35][CH:34]=1, predict the reactants needed to synthesize it. The reactants are: C(OC([NH:8][CH2:9][CH2:10][CH2:11][N:12]1[C:16]2[CH:17]=[CH:18][C:19]([C:21]([OH:23])=O)=[CH:20][C:15]=2[N:14]=[CH:13]1)=O)(C)(C)C.[NH2:24][C:25]1[S:26][C:27]([C:30]2[CH:35]=[CH:34][N:33]=[CH:32][CH:31]=2)=[N:28][N:29]=1. (6) Given the product [CH2:1]([O:8][C:9]1[CH:24]=[C:23]([N:25]([CH2:37][C:38]2[CH:39]=[CH:40][C:41]([CH:44]3[CH2:49][CH2:48][CH2:47][CH2:46][CH2:45]3)=[CH:42][CH:43]=2)[C:26](=[O:36])[CH2:27][NH:28][CH3:29])[CH:22]=[CH:21][C:10]=1[C:11]([O:13][CH2:14][C:15]1[CH:20]=[CH:19][CH:18]=[CH:17][CH:16]=1)=[O:12])[C:2]1[CH:3]=[CH:4][CH:5]=[CH:6][CH:7]=1, predict the reactants needed to synthesize it. The reactants are: [CH2:1]([O:8][C:9]1[CH:24]=[C:23]([N:25]([CH2:37][C:38]2[CH:43]=[CH:42][C:41]([CH:44]3[CH2:49][CH2:48][CH2:47][CH2:46][CH2:45]3)=[CH:40][CH:39]=2)[C:26](=[O:36])[CH2:27][N:28](C)[C:29](=O)C(F)(F)F)[CH:22]=[CH:21][C:10]=1[C:11]([O:13][CH2:14][C:15]1[CH:20]=[CH:19][CH:18]=[CH:17][CH:16]=1)=[O:12])[C:2]1[CH:7]=[CH:6][CH:5]=[CH:4][CH:3]=1.O[Li].O.